This data is from Peptide-MHC class I binding affinity with 185,985 pairs from IEDB/IMGT. The task is: Regression. Given a peptide amino acid sequence and an MHC pseudo amino acid sequence, predict their binding affinity value. This is MHC class I binding data. (1) The peptide sequence is VLTDFKTWL. The MHC is HLA-A02:02 with pseudo-sequence HLA-A02:02. The binding affinity (normalized) is 0.959. (2) The peptide sequence is RPAGARAAF. The MHC is HLA-A26:01 with pseudo-sequence HLA-A26:01. The binding affinity (normalized) is 0.0847. (3) The peptide sequence is SAYLVSIFL. The MHC is H-2-Db with pseudo-sequence H-2-Db. The binding affinity (normalized) is 0.254. (4) The peptide sequence is RANNNRLPK. The MHC is HLA-A26:01 with pseudo-sequence HLA-A26:01. The binding affinity (normalized) is 0.0847. (5) The peptide sequence is PTSIPLAYF. The MHC is Mamu-B01 with pseudo-sequence Mamu-B01. The binding affinity (normalized) is 0. (6) The peptide sequence is ATVVIGTSK. The MHC is HLA-A02:01 with pseudo-sequence HLA-A02:01. The binding affinity (normalized) is 0.0847.